From a dataset of Peptide-MHC class I binding affinity with 185,985 pairs from IEDB/IMGT. Regression. Given a peptide amino acid sequence and an MHC pseudo amino acid sequence, predict their binding affinity value. This is MHC class I binding data. (1) The MHC is HLA-B35:01 with pseudo-sequence HLA-B35:01. The peptide sequence is IYSAEFKNY. The binding affinity (normalized) is 0.0847. (2) The peptide sequence is AVDLSHFLR. The MHC is HLA-A68:02 with pseudo-sequence HLA-A68:02. The binding affinity (normalized) is 0. (3) The peptide sequence is GLFDFVNFV. The MHC is HLA-A31:01 with pseudo-sequence HLA-A31:01. The binding affinity (normalized) is 0.102. (4) The peptide sequence is ITWPRTRHW. The MHC is HLA-B18:01 with pseudo-sequence HLA-B18:01. The binding affinity (normalized) is 0.0847.